The task is: Predict the reactants needed to synthesize the given product.. This data is from Full USPTO retrosynthesis dataset with 1.9M reactions from patents (1976-2016). The reactants are: [CH3:1][CH:2]1[CH:7]([C:8]([O:10][CH2:11][CH3:12])=[O:9])[C:6](=[O:13])[NH:5][C:4]([S:14][CH3:15])=[N:3]1.BrN1C(=O)CCC1=O.C(=O)([O-])[O-].[K+].[K+]. Given the product [CH3:1][C:2]1[N:3]=[C:4]([S:14][CH3:15])[NH:5][C:6](=[O:13])[C:7]=1[C:8]([O:10][CH2:11][CH3:12])=[O:9], predict the reactants needed to synthesize it.